From a dataset of Full USPTO retrosynthesis dataset with 1.9M reactions from patents (1976-2016). Predict the reactants needed to synthesize the given product. The reactants are: [NH2:1][C:2](=[N:22][OH:23])[C:3]1[CH:19]=[CH:18][C:6]([CH2:7][N:8]([CH3:17])[CH2:9][C:10]([O:12][C:13]([CH3:16])([CH3:15])[CH3:14])=[O:11])=[C:5]([O:20][CH3:21])[CH:4]=1.[CH3:24][O:25][CH2:26][C:27]1[CH:32]=[C:31]([C:33](O)=O)[CH:30]=[CH:29][C:28]=1[C:36]1[CH:41]=[CH:40][CH:39]=[CH:38][C:37]=1[CH3:42]. Given the product [CH3:21][O:20][C:5]1[CH:4]=[C:3]([C:2]2[N:1]=[C:33]([C:31]3[CH:30]=[CH:29][C:28]([C:36]4[CH:41]=[CH:40][CH:39]=[CH:38][C:37]=4[CH3:42])=[C:27]([CH2:26][O:25][CH3:24])[CH:32]=3)[O:23][N:22]=2)[CH:19]=[CH:18][C:6]=1[CH2:7][N:8]([CH3:17])[CH2:9][C:10]([O:12][C:13]([CH3:16])([CH3:15])[CH3:14])=[O:11], predict the reactants needed to synthesize it.